Binary Classification. Given a T-cell receptor sequence (or CDR3 region) and an epitope sequence, predict whether binding occurs between them. From a dataset of TCR-epitope binding with 47,182 pairs between 192 epitopes and 23,139 TCRs. (1) The epitope is FLYNLLTRV. The TCR CDR3 sequence is CASSESYGTETQYF. Result: 0 (the TCR does not bind to the epitope). (2) The epitope is FADDLNQLTGY. The TCR CDR3 sequence is CASSSLAGGHNEQFF. Result: 1 (the TCR binds to the epitope). (3) The epitope is LEPLVDLPI. The TCR CDR3 sequence is CASSPVAGSQYNEQFF. Result: 1 (the TCR binds to the epitope). (4) The epitope is FLNGSCGSV. The TCR CDR3 sequence is CASSSTGLVGDTQYF. Result: 1 (the TCR binds to the epitope). (5) Result: 0 (the TCR does not bind to the epitope). The epitope is IPSINVHHY. The TCR CDR3 sequence is CAWGSVRMISYNEQFF. (6) The epitope is GMFNMLSTVLGVS. The TCR CDR3 sequence is CASRTSRQGIPEAFF. Result: 0 (the TCR does not bind to the epitope). (7) Result: 0 (the TCR does not bind to the epitope). The TCR CDR3 sequence is CASSRLAGGDEQFF. The epitope is LPPAYTNSF. (8) The epitope is FLYALALLL. The TCR CDR3 sequence is CASSDLAGGTDTQYF. Result: 0 (the TCR does not bind to the epitope). (9) The epitope is RLRPGGKKK. Result: 0 (the TCR does not bind to the epitope). The TCR CDR3 sequence is CASSQGGQHRSNEKLFF. (10) The epitope is YLNTLTLAV. The TCR CDR3 sequence is CASSDTGGSHTDTQYF. Result: 1 (the TCR binds to the epitope).